The task is: Predict the reactants needed to synthesize the given product.. This data is from Full USPTO retrosynthesis dataset with 1.9M reactions from patents (1976-2016). (1) Given the product [CH2:50]([O:54][C:55]([N:57]1[CH2:58][CH2:59][N:60]([C:63](=[O:73])[C@@H:64]([NH:72][C:27]([C:18]2[CH:17]=[C:16]([O:15][CH2:14][C:13]([N:9]3[CH2:10][CH2:11][CH2:12][C@H:8]3[C:6](=[O:7])[NH:5][CH:1]3[CH2:4][CH2:3][CH2:2]3)=[O:30])[C:25]3[C:20](=[CH:21][C:22]([CH3:26])=[CH:23][CH:24]=3)[N:19]=2)=[O:29])[CH2:65][CH2:66][C:67]2[N:71]=[N:70][NH:69][N:68]=2)[CH2:61][CH2:62]1)=[O:56])[CH2:51][CH2:52][CH3:53], predict the reactants needed to synthesize it. The reactants are: [CH:1]1([NH:5][C:6]([C@@H:8]2[CH2:12][CH2:11][CH2:10][N:9]2[C:13](=[O:30])[CH2:14][O:15][C:16]2[C:25]3[C:20](=[CH:21][C:22]([CH3:26])=[CH:23][CH:24]=3)[N:19]=[C:18]([C:27]([OH:29])=O)[CH:17]=2)=[O:7])[CH2:4][CH2:3][CH2:2]1.CCN(C(C)C)C(C)C.C1C=CC2N(O)N=NC=2C=1.[CH2:50]([O:54][C:55]([N:57]1[CH2:62][CH2:61][N:60]([C:63](=[O:73])[C@@H:64]([NH2:72])[CH2:65][CH2:66][C:67]2[N:68]=[N:69][NH:70][N:71]=2)[CH2:59][CH2:58]1)=[O:56])[CH2:51][CH2:52][CH3:53]. (2) Given the product [NH2:7][C:8]1[CH:13]=[CH:12][CH:11]=[CH:10][C:9]=1[NH:14][C:15](=[O:38])/[CH:16]=[CH:17]/[C:18]1[CH:22]=[CH:21][N:20]([S:23]([C:26]2[CH:31]=[CH:30][C:29]([C:32]3[CH:33]=[N:34][CH:35]=[CH:36][CH:37]=3)=[CH:28][CH:27]=2)(=[O:25])=[O:24])[CH:19]=1, predict the reactants needed to synthesize it. The reactants are: C(OC(=O)[NH:7][C:8]1[CH:13]=[CH:12][CH:11]=[CH:10][C:9]=1[NH:14][C:15](=[O:38])/[CH:16]=[CH:17]/[C:18]1[CH:22]=[CH:21][N:20]([S:23]([C:26]2[CH:31]=[CH:30][C:29]([C:32]3[CH:33]=[N:34][CH:35]=[CH:36][CH:37]=3)=[CH:28][CH:27]=2)(=[O:25])=[O:24])[CH:19]=1)(C)(C)C.Cl. (3) Given the product [CH3:8][N:4]1[C:3](=[O:9])[C:2]([NH:1][C:30]([N:17]2[CH2:18][CH2:19][CH:14]([O:13][C:12]3[CH:20]=[C:21]([Cl:25])[C:22]([Cl:24])=[CH:23][C:11]=3[Cl:10])[CH2:15][CH2:16]2)=[O:31])=[CH:7][CH:6]=[N:5]1, predict the reactants needed to synthesize it. The reactants are: [NH2:1][C:2]1[C:3](=[O:9])[N:4]([CH3:8])[N:5]=[CH:6][CH:7]=1.[Cl:10][C:11]1[CH:23]=[C:22]([Cl:24])[C:21]([Cl:25])=[CH:20][C:12]=1[O:13][CH:14]1[CH2:19][CH2:18][NH:17][CH2:16][CH2:15]1.Cl.FC(F)(F)C1C=CC=C[C:30]=1[O:31]C1CCNCC1. (4) Given the product [F:38][C:35]1[CH:36]=[CH:37][C:32]([C:18]2[CH:19]=[CH:20][C:15]([C:12]3([NH:11][C:10](=[O:30])[O:9][C@H:3]4[CH:4]5[CH2:7][CH2:8][N:1]([CH2:6][CH2:5]5)[CH2:2]4)[CH2:14][CH2:13]3)=[CH:16][CH:17]=2)=[N:33][CH:34]=1, predict the reactants needed to synthesize it. The reactants are: [N:1]12[CH2:8][CH2:7][CH:4]([CH2:5][CH2:6]1)[C@H:3]([O:9][C:10](=[O:30])[NH:11][C:12]1([C:15]3[CH:20]=[CH:19][C:18](B4OC(C)(C)C(C)(C)O4)=[CH:17][CH:16]=3)[CH2:14][CH2:13]1)[CH2:2]2.Br[C:32]1[CH:37]=[CH:36][C:35]([F:38])=[CH:34][N:33]=1. (5) Given the product [C:18]([OH:23])(=[O:22])[C:19]([OH:21])=[O:20].[Cl:1][CH:2]=[CH:3][CH2:4][N:5]([CH3:17])[CH2:6][C:7]1[C:16]2[C:11](=[CH:12][CH:13]=[CH:14][CH:15]=2)[CH:10]=[CH:9][CH:8]=1, predict the reactants needed to synthesize it. The reactants are: [Cl:1][CH:2]=[CH:3][CH2:4][N:5]([CH3:17])[CH2:6][C:7]1[C:16]2[C:11](=[CH:12][CH:13]=[CH:14][CH:15]=2)[CH:10]=[CH:9][CH:8]=1.[C:18]([OH:23])(=[O:22])[C:19]([OH:21])=[O:20]. (6) Given the product [OH:10][C:5]1[CH:4]=[CH:3][C:2]([B:19]2[O:20][C:21]([CH3:23])([CH3:22])[C:17]([CH3:33])([CH3:16])[O:18]2)=[CH:9][C:6]=1[CH:7]=[O:8], predict the reactants needed to synthesize it. The reactants are: Br[C:2]1[CH:3]=[CH:4][C:5]([OH:10])=[C:6]([CH:9]=1)[CH:7]=[O:8].CC([O-])=O.[K+].[CH3:16][C:17]1([CH3:33])[C:21]([CH3:23])([CH3:22])[O:20][B:19]([B:19]2[O:20][C:21]([CH3:23])([CH3:22])[C:17]([CH3:33])([CH3:16])[O:18]2)[O:18]1.